This data is from NCI-60 drug combinations with 297,098 pairs across 59 cell lines. The task is: Regression. Given two drug SMILES strings and cell line genomic features, predict the synergy score measuring deviation from expected non-interaction effect. (1) Drug 1: C1=CC(=CC=C1C#N)C(C2=CC=C(C=C2)C#N)N3C=NC=N3. Drug 2: C(CCl)NC(=O)N(CCCl)N=O. Cell line: SK-MEL-28. Synergy scores: CSS=-2.30, Synergy_ZIP=-0.257, Synergy_Bliss=-2.69, Synergy_Loewe=-3.86, Synergy_HSA=-3.87. (2) Drug 1: CN1CCC(CC1)COC2=C(C=C3C(=C2)N=CN=C3NC4=C(C=C(C=C4)Br)F)OC. Drug 2: CC1=C2C(C(=O)C3(C(CC4C(C3C(C(C2(C)C)(CC1OC(=O)C(C(C5=CC=CC=C5)NC(=O)C6=CC=CC=C6)O)O)OC(=O)C7=CC=CC=C7)(CO4)OC(=O)C)O)C)OC(=O)C. Cell line: SR. Synergy scores: CSS=76.0, Synergy_ZIP=19.4, Synergy_Bliss=15.5, Synergy_Loewe=-30.6, Synergy_HSA=15.6. (3) Cell line: T-47D. Drug 2: C1=CN(C(=O)N=C1N)C2C(C(C(O2)CO)O)O.Cl. Synergy scores: CSS=24.5, Synergy_ZIP=-0.216, Synergy_Bliss=5.23, Synergy_Loewe=1.92, Synergy_HSA=2.16. Drug 1: C1C(C(OC1N2C=C(C(=O)NC2=O)F)CO)O. (4) Drug 1: CCC1=C2CN3C(=CC4=C(C3=O)COC(=O)C4(CC)O)C2=NC5=C1C=C(C=C5)O. Drug 2: CC1=C(C(=O)C2=C(C1=O)N3CC4C(C3(C2COC(=O)N)OC)N4)N. Cell line: SF-539. Synergy scores: CSS=64.6, Synergy_ZIP=6.94, Synergy_Bliss=7.07, Synergy_Loewe=4.73, Synergy_HSA=9.98.